From a dataset of TCR-epitope binding with 47,182 pairs between 192 epitopes and 23,139 TCRs. Binary Classification. Given a T-cell receptor sequence (or CDR3 region) and an epitope sequence, predict whether binding occurs between them. The epitope is FVDGVPFVV. The TCR CDR3 sequence is CASSEFVTEAFF. Result: 1 (the TCR binds to the epitope).